From a dataset of Forward reaction prediction with 1.9M reactions from USPTO patents (1976-2016). Predict the product of the given reaction. (1) Given the reactants [C:1]1([C:7]#[CH:8])[CH:6]=[CH:5][CH:4]=[CH:3][CH:2]=1.Br[C:10]1[CH:19]=[CH:18][C:17]2[NH:16][C:15](=[O:20])[N:14]3[C:21](=[O:31])[N:22]([C:24]4[CH:29]=[CH:28][C:27]([CH3:30])=[CH:26][CH:25]=4)[N:23]=[C:13]3[C:12]=2[CH:11]=1.C1(P(C2C=CC=CC=2)C2C=CC=CC=2)C=CC=CC=1, predict the reaction product. The product is: [CH3:30][C:27]1[CH:28]=[CH:29][C:24]([N:22]2[C:21](=[O:31])[N:14]3[C:15](=[O:20])[NH:16][C:17]4[CH:18]=[CH:19][C:10]([C:8]#[C:7][C:1]5[CH:6]=[CH:5][CH:4]=[CH:3][CH:2]=5)=[CH:11][C:12]=4[C:13]3=[N:23]2)=[CH:25][CH:26]=1. (2) Given the reactants C1C(N=C=S)=CC2C(OC3(C4C=CC(O)=CC=4OC4C=C(O)C=CC3=4)C=2C=1)=O.[CH3:29][CH2:30][CH2:31][CH2:32][CH2:33][CH2:34][CH2:35][CH2:36][CH2:37][CH2:38][CH2:39][CH2:40][CH2:41][CH2:42][CH2:43]/[C:44](/[NH:54][CH2:55][C:56]1[CH:61]=[CH:60][CH:59]=[CH:58][CH:57]=1)=[C:45]1/[C:46]([CH:48]([CH2:52][OH:53])[O:49][C:50]/1=[O:51])=[O:47], predict the reaction product. The product is: [CH3:29][CH2:30][CH2:31][CH2:32][CH2:33][CH2:34][CH2:35][CH2:36][CH2:37][CH2:38][CH2:39][CH2:40][CH2:41][CH2:42][CH2:43]/[C:44](/[NH:54][CH2:55][C:56]1[CH:57]=[CH:58][CH:59]=[CH:60][CH:61]=1)=[C:45]1/[C:46]([CH:48]([CH2:52][OH:53])[O:49][C:50]/1=[O:51])=[O:47].